From a dataset of Full USPTO retrosynthesis dataset with 1.9M reactions from patents (1976-2016). Predict the reactants needed to synthesize the given product. (1) The reactants are: [C:1]([NH:8][C:9]1([C:18]([OH:20])=O)[CH2:17][C:16]2[C:11](=[CH:12][CH:13]=[CH:14][CH:15]=2)[CH2:10]1)([O:3]C(C)(C)C)=O.CCN=C=NCCCN(C)C.Cl.Cl.C([NH:44][CH2:45][CH2:46][CH2:47][CH2:48][NH2:49])(OCC1C=CC=CC=1)=O.C(N(CC)CC)C.C1(=O)[O:63][C:61](=[O:62])[CH2:60][CH2:59][CH2:58]1. Given the product [NH2:49][CH2:48][CH2:47][CH2:46][CH2:45][NH:44][C:18]([C:9]1([NH:8][C:1]([CH2:58][CH2:59][CH2:60][C:61]([OH:63])=[O:62])=[O:3])[CH2:10][C:11]2[C:16](=[CH:15][CH:14]=[CH:13][CH:12]=2)[CH2:17]1)=[O:20], predict the reactants needed to synthesize it. (2) The reactants are: [F:1][C:2]([F:13])([F:12])[C:3]1[CH:8]=[CH:7][C:6](B(O)O)=[CH:5][CH:4]=1.C[O:15][C:16](=[O:45])[CH2:17][CH2:18][C:19]1[CH:24]=[CH:23][C:22]([O:25][C:26]2[CH:31]=[CH:30][CH:29]=[C:28]([O:32]C3C=CC(C(F)(F)F)=CC=3Br)[CH:27]=2)=[CH:21][C:20]=1[CH3:44]. Given the product [F:1][C:2]([F:13])([F:12])[C:3]1[CH:8]=[CH:7][C:6]([O:32][C:28]2[CH:27]=[C:26]([CH:31]=[CH:30][CH:29]=2)[O:25][C:22]2[CH:23]=[CH:24][C:19]([CH2:18][CH2:17][C:16]([OH:45])=[O:15])=[C:20]([CH3:44])[CH:21]=2)=[C:5]([C:6]2[CH:7]=[CH:8][C:3]([C:2]([F:13])([F:12])[F:1])=[CH:4][CH:5]=2)[CH:4]=1, predict the reactants needed to synthesize it.